This data is from Catalyst prediction with 721,799 reactions and 888 catalyst types from USPTO. The task is: Predict which catalyst facilitates the given reaction. Reactant: [CH:1]1([CH2:7][CH2:8][C:9]([OH:11])=O)[CH2:6][CH2:5][CH2:4][CH2:3][CH2:2]1.S(Cl)([Cl:14])=O. Product: [CH:1]1([CH2:7][CH2:8][C:9]([Cl:14])=[O:11])[CH2:6][CH2:5][CH2:4][CH2:3][CH2:2]1. The catalyst class is: 4.